From a dataset of Full USPTO retrosynthesis dataset with 1.9M reactions from patents (1976-2016). Predict the reactants needed to synthesize the given product. Given the product [CH:12]1([CH2:41][C:40]2[N:36]([S:33](=[O:35])(=[O:34])[N:32]([CH3:50])[CH3:31])[C:37]([Si:43]([C:46]([CH3:49])([CH3:48])[CH3:47])([CH3:45])[CH3:44])=[N:38][CH:39]=2)[CH2:17][CH2:16][CH2:15][CH2:14][CH2:13]1, predict the reactants needed to synthesize it. The reactants are: CN(C)S(N1C(S[C:12]2[CH:17]=[CH:16][CH:15]=[CH:14][CH:13]=2)=CN=C1[Si](C(C)(C)C)(C)C)(=O)=O.[Li]CCCC.[CH3:31][N:32]([CH3:50])[S:33]([N:36]1[C:40]([CH:41]=O)=[CH:39][N:38]=[C:37]1[Si:43]([C:46]([CH3:49])([CH3:48])[CH3:47])([CH3:45])[CH3:44])(=[O:35])=[O:34].